Dataset: Human Reference Interactome with 51,813 positive PPI pairs across 8,248 proteins, plus equal number of experimentally-validated negative pairs. Task: Binary Classification. Given two protein amino acid sequences, predict whether they physically interact or not. (1) Protein 1 (ENSG00000058056) has sequence MQRRGALFGMPGGSGGRKMAAGDIGELLVPHMPTIRVPRSGDRVYKNECAFSYDSPNSEGGLYVCMNTFLAFGREHVERHFRKTGQSVYMHLKRHVREKVRGASGGALPKRRNSKIFLDLDTDDDLNSDDYEYEDEAKLVIFPDHYEIALPNIEELPALVTIACDAVLSSKSPYRKQDPDTWENELPVSKYANNLTQLDNGVRIPPSGWKCARCDLRENLWLNLTDGSVLCGKWFFDSSGGNGHALEHYRDMGYPLAVKLGTITPDGADVYSFQEEEPVLDPHLAKHLAHFGIDMLHMHG.... Protein 2 (ENSG00000102181) has sequence MVAWRSAFLVCLAFSLATLVQRGSGDFDDFNLEDAVKETSSVKQPWDHTTTTTTNRPGTTRAPAKPPGSGLDLADALDDQDDGRRKPGIGGRERWNHVTTTTKRPVTTRAPANTLGNDFDLADALDDRNDRDDGRRKPIAGGGGFSDKDLEDIVGGGEYKPDKGKGDGRYGSNDDPGSGMVAEPGTIAGVASALAMALIGAVSSYISYQQKKFCFSIQQGLNADYVKGENLEAVVCEEPQVKYSTLHTQSAEPPPPPEPARI*MVAWRSAFLVCLAFSLATLVQRGSGDFDDFNLEDAVK.... Result: 0 (the proteins do not interact). (2) Protein 1 (ENSG00000167394) has sequence MEVEAAEARSPAPGYKRSGRRYKCLSCTKTFPNAPRAARHAATHGPADCSEEVAEVKPKPETEAKAEEASGEKVSGSAAKPRPYACPLCPKAYKTAPELRSHGRSHTGEKPFPCPECGRRFMQPVCLRVHLASHAGELPFRCAHCPKAYGALSKLKIHQRGHTGERPYACADCGKSFADPSVFRKHRRTHAGLRPYSCERCGKAYAELKDLRNHERSHTGERPFLCSECGKSFSRSSSLTCHQRIHAAQKPYRCPACGKGFTQLSSYQSHERTHSGEKPFLCPRCGRMFSDPSSFRRHQR.... Protein 2 (ENSG00000148943) has sequence MAALGEPVRLERDICRAIELLEKLQRSGEVPPQKLQALQRVLQSEFCNAVREVYEHVYETVDISSSPEVRANATAKATVAAFAASEGHSHPRVVELPKTEEGLGFNIMGGKEQNSPIYISRIIPGGIADRHGGLKRGDQLLSVNGVSVEGEHHEKAVELLKAAQGKVKLVVRYTPKVLEEMESRFEKMRSAKRRQQT*MAALGEPVRLERDICRAIELLEKLQRSGEVPPQKLQALQRVLQSEFCNAVREATVAAFAASEGHSHPRVVELPKTEEGLGFNIMGGKEQNSPIYISRIIPGG.... Result: 0 (the proteins do not interact).